The task is: Predict the product of the given reaction.. This data is from Forward reaction prediction with 1.9M reactions from USPTO patents (1976-2016). (1) Given the reactants [CH2:1]([O:3][C:4](=[O:18])[CH2:5][NH:6][CH:7]1[CH2:10][N:9]([C:11]([O:13][C:14]([CH3:17])([CH3:16])[CH3:15])=[O:12])[CH2:8]1)[CH3:2].[C:19](O[C:19]([O:21][C:22]([CH3:25])([CH3:24])[CH3:23])=[O:20])([O:21][C:22]([CH3:25])([CH3:24])[CH3:23])=[O:20].C(=O)([O-])[O-].[K+].[K+], predict the reaction product. The product is: [C:22]([O:21][C:19]([N:6]([CH2:5][C:4]([O:3][CH2:1][CH3:2])=[O:18])[CH:7]1[CH2:10][N:9]([C:11]([O:13][C:14]([CH3:17])([CH3:16])[CH3:15])=[O:12])[CH2:8]1)=[O:20])([CH3:25])([CH3:24])[CH3:23]. (2) The product is: [OH:14][CH2:15][C@H:16]1[N:21]([CH2:2][C:3]([C:5]2[CH:10]=[CH:9][CH:8]=[C:7]([N+:11]([O-:13])=[O:12])[CH:6]=2)=[O:4])[CH2:20][CH2:19][N:18]([C:22]([O:24][C:25]([CH3:28])([CH3:27])[CH3:26])=[O:23])[CH2:17]1. Given the reactants Br[CH2:2][C:3]([C:5]1[CH:10]=[CH:9][CH:8]=[C:7]([N+:11]([O-:13])=[O:12])[CH:6]=1)=[O:4].[OH:14][CH2:15][C@H:16]1[NH:21][CH2:20][CH2:19][N:18]([C:22]([O:24][C:25]([CH3:28])([CH3:27])[CH3:26])=[O:23])[CH2:17]1.CCN(C(C)C)C(C)C.O, predict the reaction product. (3) Given the reactants [C:1]([O:5][C:6](=[O:29])[C:7]1[CH:12]=[CH:11][C:10]([CH2:13][N:14]2[C:23](=[O:24])[C:22]3[C:17](=[CH:18][C:19]([F:28])=[C:20]([N+:25]([O-])=O)[CH:21]=3)[N:16]=[CH:15]2)=[CH:9][CH:8]=1)([CH3:4])([CH3:3])[CH3:2], predict the reaction product. The product is: [C:1]([O:5][C:6](=[O:29])[C:7]1[CH:8]=[CH:9][C:10]([CH2:13][N:14]2[C:23](=[O:24])[C:22]3[C:17](=[CH:18][C:19]([F:28])=[C:20]([NH2:25])[CH:21]=3)[N:16]=[CH:15]2)=[CH:11][CH:12]=1)([CH3:4])([CH3:2])[CH3:3]. (4) Given the reactants Cl[C:2]1[CH:7]=[CH:6][C:5]([Cl:8])=[CH:4][C:3]=1[N+:9]([O-:11])=[O:10].[CH2:12]([O:14][C:15]([CH:17]1[CH2:21][CH2:20][CH:19]([OH:22])[CH2:18]1)=[O:16])[CH3:13].C1(P(C2C=CC=CC=2)C2C=CC=CC=2)C=CC=CC=1.CC(OC(/N=N/C(OC(C)C)=O)=O)C, predict the reaction product. The product is: [CH2:12]([O:14][C:15]([CH:17]1[CH2:21][CH2:20][CH:19]([O:22][C:2]2[CH:7]=[CH:6][C:5]([Cl:8])=[CH:4][C:3]=2[N+:9]([O-:11])=[O:10])[CH2:18]1)=[O:16])[CH3:13]. (5) Given the reactants [F:1][C:2]1[C:11]([F:12])=[CH:10][CH:9]=[C:8]2[C:3]=1[CH:4]=[C:5]([CH2:13][CH2:14][CH3:15])[CH2:6][CH2:7]2, predict the reaction product. The product is: [F:12][C:11]1[C:2]([F:1])=[C:3]2[C:8]([CH2:7][CH2:6][CH:5]([CH2:13][CH2:14][CH3:15])[CH2:4]2)=[CH:9][CH:10]=1. (6) The product is: [C:11]([Si:8]([CH3:10])([CH3:9])[O:7][C:6]1[CH:15]=[C:2]([CH:28]([C:27]2[CH:30]=[C:31]([O:33][CH3:34])[CH:32]=[C:25]([O:24][CH3:23])[CH:26]=2)[OH:29])[CH:3]=[CH:4][C:5]=1[O:16][CH3:17])([CH3:14])([CH3:13])[CH3:12]. Given the reactants Br[C:2]1[CH:3]=[CH:4][C:5]([O:16][CH3:17])=[C:6]([CH:15]=1)[O:7][Si:8]([C:11]([CH3:14])([CH3:13])[CH3:12])([CH3:10])[CH3:9].C([Li])CCC.[CH3:23][O:24][C:25]1[CH:26]=[C:27]([CH:30]=[C:31]([O:33][CH3:34])[CH:32]=1)[CH:28]=[O:29].O1C2C=CC(C(C3C=C(OC)C=C(OC)C=3)O)=CC=2OCC1, predict the reaction product. (7) Given the reactants C(NC1C=CC(C2C=C3C(CN([C@@H](C(C)C)C(O)=O)C3=O)=CC=2)=CC=1)(=O)C1C=CC=CC=1.[Cl:33][C:34]1[CH:65]=[CH:64][C:37]([C:38]([NH:40][C:41]2[CH:46]=[CH:45][C:44]([C:47]3[CH:55]=[C:54]4[C:50]([CH2:51][N:52]([C:57]5([C:60]([O:62]C)=[O:61])[CH2:59][CH2:58]5)[C:53]4=[O:56])=[CH:49][CH:48]=3)=[CH:43][CH:42]=2)=[O:39])=[CH:36][CH:35]=1, predict the reaction product. The product is: [Cl:33][C:34]1[CH:65]=[CH:64][C:37]([C:38]([NH:40][C:41]2[CH:46]=[CH:45][C:44]([C:47]3[CH:55]=[C:54]4[C:50]([CH2:51][N:52]([C:57]5([C:60]([OH:62])=[O:61])[CH2:58][CH2:59]5)[C:53]4=[O:56])=[CH:49][CH:48]=3)=[CH:43][CH:42]=2)=[O:39])=[CH:36][CH:35]=1.